From a dataset of hERG potassium channel inhibition data for cardiac toxicity prediction from Karim et al.. Regression/Classification. Given a drug SMILES string, predict its toxicity properties. Task type varies by dataset: regression for continuous values (e.g., LD50, hERG inhibition percentage) or binary classification for toxic/non-toxic outcomes (e.g., AMES mutagenicity, cardiotoxicity, hepatotoxicity). Dataset: herg_karim. The drug is CN(CCOc1ccc([N+](=O)[O-])cc1)CCc1ccc([N+](=O)[O-])cc1. The result is 1 (blocker).